Dataset: Catalyst prediction with 721,799 reactions and 888 catalyst types from USPTO. Task: Predict which catalyst facilitates the given reaction. (1) Reactant: [CH3:1][C@@H:2]1[CH2:6][C:5]2[C:7]([CH:32]3[CH2:37][CH2:36][NH:35][CH2:34][CH2:33]3)=[C:8]([CH3:31])[CH:9]=[C:10]([NH:11][C:12]3[N:17]=[C:16]([NH:18][C:19]4[CH:24]=[CH:23][CH:22]=[CH:21][C:20]=4[S:25]([CH:28]([CH3:30])[CH3:29])(=[O:27])=[O:26])[N:15]=[CH:14][N:13]=3)[C:4]=2[O:3]1.CCN(CC)CC.Br[CH2:46][CH2:47][OH:48]. Product: [CH:28]([S:25]([C:20]1[CH:21]=[CH:22][CH:23]=[CH:24][C:19]=1[NH:18][C:16]1[N:15]=[CH:14][N:13]=[C:12]([NH:11][C:10]2[C:4]3[O:3][C@H:2]([CH3:1])[CH2:6][C:5]=3[C:7]([CH:32]3[CH2:33][CH2:34][N:35]([CH2:46][CH2:47][OH:48])[CH2:36][CH2:37]3)=[C:8]([CH3:31])[CH:9]=2)[N:17]=1)(=[O:27])=[O:26])([CH3:29])[CH3:30]. The catalyst class is: 3. (2) Reactant: [C:1]([O:5][C:6]([NH:8][C@@H:9]([C@H:13]([OH:15])[CH3:14])[C:10]([OH:12])=O)=[O:7])([CH3:4])([CH3:3])[CH3:2].CCN=C=N[CH2:21][CH2:22][CH2:23][N:24]([CH3:26])C.Cl.C1C=CC2N(O)N=NC=2C=1.CCN(C(C)C)C(C)C.N1CCCC1. Product: [OH:15][C@H:13]([CH3:14])[C@H:9]([NH:8][C:6](=[O:7])[O:5][C:1]([CH3:2])([CH3:3])[CH3:4])[C:10](=[O:12])[N:24]1[CH2:23][CH2:22][CH2:21][CH2:26]1. The catalyst class is: 2.